Dataset: Choline transporter screen with 302,306 compounds. Task: Binary Classification. Given a drug SMILES string, predict its activity (active/inactive) in a high-throughput screening assay against a specified biological target. (1) The drug is Brc1cn2nc(C(=O)N3CCCCC3)cc2nc1. The result is 0 (inactive). (2) The drug is Clc1cc2C(=O)C3(ON=C(C3)c3ccc(Cl)cc3)C3(Oc2cc1)CCN(CC3)C(=O)C(C)C. The result is 0 (inactive). (3) The compound is Clc1cc(C(=O)NCCOC)ccc1Cl. The result is 0 (inactive).